From a dataset of Reaction yield outcomes from USPTO patents with 853,638 reactions. Predict the reaction yield, written as a fraction of the theoretical maximum amount of product (1.0 means a 100% yield; for example, 0.34 means a 34% yield). (1) The reactants are [C:1]([O:5][C:6]([N:8]1[C:12](=[O:13])[CH2:11][CH2:10][C@H:9]1[C:14]([O:16][C:17]([CH3:20])([CH3:19])[CH3:18])=[O:15])=[O:7])([CH3:4])([CH3:3])[CH3:2].[CH3:21][Si](C)(C)[N-][Si](C)(C)C.[Li+].CI. The catalyst is C1COCC1. The product is [C:1]([O:5][C:6]([N:8]1[C:12](=[O:13])[CH:11]([CH3:21])[CH2:10][C@H:9]1[C:14]([O:16][C:17]([CH3:20])([CH3:19])[CH3:18])=[O:15])=[O:7])([CH3:4])([CH3:3])[CH3:2]. The yield is 0.880. (2) The reactants are [C:1]12([C:11]3[C:12]([OH:26])=[C:13]([CH:22]=[C:23]([Br:25])[CH:24]=3)[C:14]([C:16]3[CH:21]=[CH:20][CH:19]=[CH:18][CH:17]=3)=[O:15])[CH2:10][CH:5]3[CH2:6][CH:7]([CH2:9][CH:3]([CH2:4]3)[CH2:2]1)[CH2:8]2.C(N(CC)C(C)C)(C)C.[CH3:36][O:37][CH2:38]Cl.C(OCC)(=O)C. The catalyst is ClCCl.CN(C)C1C=CN=CC=1. The product is [C:1]12([C:11]3[C:12]([O:26][CH2:36][O:37][CH3:38])=[C:13]([CH:22]=[C:23]([Br:25])[CH:24]=3)[C:14]([C:16]3[CH:17]=[CH:18][CH:19]=[CH:20][CH:21]=3)=[O:15])[CH2:2][CH:3]3[CH2:9][CH:7]([CH2:6][CH:5]([CH2:4]3)[CH2:10]1)[CH2:8]2. The yield is 0.920.